Dataset: Catalyst prediction with 721,799 reactions and 888 catalyst types from USPTO. Task: Predict which catalyst facilitates the given reaction. (1) Reactant: [C:1]([C:5]1[NH:22][C:8]2=[C:9]3[C:14](=[C:15]4[CH:20]=[C:19]([F:21])[CH:18]=[CH:17][C:16]4=[C:7]2[N:6]=1)[N:13]=[CH:12][CH:11]=[CH:10]3)([CH3:4])([CH3:3])[CH3:2].B(O[O-])=[O:24].O.[Na+].C([O-])(O)=O.[Na+]. Product: [C:1]([C:5]1[NH:22][C:8]2=[C:9]3[C:14](=[C:15]4[CH:20]=[C:19]([F:21])[CH:18]=[CH:17][C:16]4=[C:7]2[N:6]=1)[N+:13]([O-:24])=[CH:12][CH:11]=[CH:10]3)([CH3:4])([CH3:2])[CH3:3]. The catalyst class is: 15. (2) Reactant: [F:1][CH:2]([F:18])[C:3]([NH:5][NH:6][C:7]1[C:12]([O:13][CH3:14])=[CH:11][C:10]([N+:15]([O-:17])=[O:16])=[CH:9][N:8]=1)=O.CCN(C(C)C)C(C)C.O=P(Cl)(Cl)Cl.O. Product: [F:1][CH:2]([F:18])[C:3]1[N:8]2[CH:9]=[C:10]([N+:15]([O-:17])=[O:16])[CH:11]=[C:12]([O:13][CH3:14])[C:7]2=[N:6][N:5]=1. The catalyst class is: 10.